From a dataset of Full USPTO retrosynthesis dataset with 1.9M reactions from patents (1976-2016). Predict the reactants needed to synthesize the given product. (1) Given the product [Cl:1][C:2]1[CH:3]=[CH:4][C:5]([O:15][CH2:16][C:17]2[CH:22]=[CH:21][C:20]([Br:23])=[CH:19][C:18]=2[F:24])=[C:6]([C:8]2[N:25]([C:26]3[CH:27]=[C:28]([C:36]([OH:38])=[O:37])[C:29]4[C:34]([CH:35]=3)=[CH:33][CH:32]=[CH:31][CH:30]=4)[C:11]([CH3:12])=[CH:10][CH:9]=2)[CH:7]=1, predict the reactants needed to synthesize it. The reactants are: [Cl:1][C:2]1[CH:3]=[CH:4][C:5]([O:15][CH2:16][C:17]2[CH:22]=[CH:21][C:20]([Br:23])=[CH:19][C:18]=2[F:24])=[C:6]([C:8](=O)[CH2:9][CH2:10][C:11](=O)[CH3:12])[CH:7]=1.[NH2:25][C:26]1[CH:27]=[C:28]([C:36]([OH:38])=[O:37])[C:29]2[C:34]([CH:35]=1)=[CH:33][CH:32]=[CH:31][CH:30]=2.CC1C=CC(S(O)(=O)=O)=CC=1. (2) Given the product [CH2:1]([O:3][CH2:4][C:5]1[N:6]([NH:18][CH2:19][CH:20]([CH3:21])[CH3:22])[C:7]2[C:16]3[CH:15]=[CH:14][CH:13]=[CH:12][C:11]=3[N:10]=[C:9]([NH2:34])[C:8]=2[N:17]=1)[CH3:2], predict the reactants needed to synthesize it. The reactants are: [CH2:1]([O:3][CH2:4][C:5]1[N:6]([NH:18][CH2:19][CH:20]([CH3:22])[CH3:21])[C:7]2[C:16]3[CH:15]=[CH:14][CH:13]=[CH:12][C:11]=3[N:10]=[CH:9][C:8]=2[N:17]=1)[CH3:2].C1C=C(Cl)C=C(C(OO)=O)C=1.[NH4+:34].[OH-].C1(C)C=CC(S(Cl)(=O)=O)=CC=1. (3) Given the product [N+:37]([C:34]1[CH:33]=[CH:32][C:31]([O:30][C:28](=[O:29])[NH:1][C:2]2[CH:3]=[CH:4][C:5]([C:8]3[CH2:12][CH2:11][N:10]([C:13](=[O:26])[CH2:14][C:15]4[CH:20]=[C:19]([O:21][CH3:22])[C:18]([O:23][CH3:24])=[CH:17][C:16]=4[Cl:25])[N:9]=3)=[CH:6][CH:7]=2)=[CH:36][CH:35]=1)([O-:39])=[O:38], predict the reactants needed to synthesize it. The reactants are: [NH2:1][C:2]1[CH:7]=[CH:6][C:5]([C:8]2[CH2:12][CH2:11][N:10]([C:13](=[O:26])[CH2:14][C:15]3[CH:20]=[C:19]([O:21][CH3:22])[C:18]([O:23][CH3:24])=[CH:17][C:16]=3[Cl:25])[N:9]=2)=[CH:4][CH:3]=1.Cl[C:28]([O:30][C:31]1[CH:36]=[CH:35][C:34]([N+:37]([O-:39])=[O:38])=[CH:33][CH:32]=1)=[O:29].Cl. (4) Given the product [F:40][C:41]([F:46])([F:45])[C:42]([OH:44])=[O:43].[F:32][C:29]1([F:31])[CH2:28][NH:27][C@H:26]([CH2:25][N:8]2[C:4]3=[N:5][CH:6]=[N:7][C:2]([NH2:1])=[C:3]3[C:10]([C:11]3[CH:16]=[CH:15][C:14]([O:17][C:18]4[CH:23]=[CH:22][CH:21]=[CH:20][CH:19]=4)=[CH:13][C:12]=3[F:24])=[N:9]2)[CH2:30]1, predict the reactants needed to synthesize it. The reactants are: [NH2:1][C:2]1[N:7]=[CH:6][N:5]=[C:4]2[N:8]([CH2:25][C@@H:26]3[CH2:30][C:29]([F:32])([F:31])[CH2:28][N:27]3C(OC(C)(C)C)=O)[N:9]=[C:10]([C:11]3[CH:16]=[CH:15][C:14]([O:17][C:18]4[CH:23]=[CH:22][CH:21]=[CH:20][CH:19]=4)=[CH:13][C:12]=3[F:24])[C:3]=12.[F:40][C:41]([F:46])([F:45])[C:42]([OH:44])=[O:43].[F:40][C:41]([F:46])([F:45])[C:42]([OH:44])=[O:43].FC1C(F)=CC=CC=1OC1C=CC(C2C3C(=NC=NC=3N)N(C[C@H]3CCCN3)N=2)=CC=1. (5) Given the product [CH3:17][O:18][C:19](=[O:29])[C:20]1[CH:25]=[CH:24][CH:23]=[C:22]([CH2:26][O:16][C:13]2[CH:12]=[CH:11][C:10]([C:3]3[CH:4]=[C:5]([F:9])[C:6]([F:8])=[CH:7][C:2]=3[F:1])=[CH:15][CH:14]=2)[C:21]=1[Br:28], predict the reactants needed to synthesize it. The reactants are: [F:1][C:2]1[CH:7]=[C:6]([F:8])[C:5]([F:9])=[CH:4][C:3]=1[C:10]1[CH:15]=[CH:14][C:13]([OH:16])=[CH:12][CH:11]=1.[CH3:17][O:18][C:19](=[O:29])[C:20]1[CH:25]=[CH:24][CH:23]=[C:22]([CH2:26]Br)[C:21]=1[Br:28].C(=O)([O-])[O-].[K+].[K+].